This data is from Catalyst prediction with 721,799 reactions and 888 catalyst types from USPTO. The task is: Predict which catalyst facilitates the given reaction. (1) Reactant: [CH:1]1([CH2:6][C@H:7]([CH2:11][N:12]([CH:21]=[O:22])[O:13][CH2:14][C:15]2[CH:20]=[CH:19][CH:18]=[CH:17][CH:16]=2)[C:8](O)=[O:9])[CH2:5][CH2:4][CH2:3][CH2:2]1.[F:23]C1N=C(F)N=C(F)N=1.N1C=CC=CC=1. Product: [CH:1]1([CH2:6][C@H:7]([CH2:11][N:12]([CH:21]=[O:22])[O:13][CH2:14][C:15]2[CH:20]=[CH:19][CH:18]=[CH:17][CH:16]=2)[C:8]([F:23])=[O:9])[CH2:5][CH2:4][CH2:3][CH2:2]1. The catalyst class is: 4. (2) Reactant: [C:1]([C:5]1[N:10]=[C:9]([NH:11][CH2:12][CH2:13][CH2:14][O:15][CH3:16])[C:8]([C:17]([N:19]([CH2:37][CH:38]([CH3:40])[CH3:39])[C@@H:20]2[CH2:25][N:24]([C:26]([O:28][C:29]([CH3:32])([CH3:31])[CH3:30])=[O:27])[CH2:23][C@H:22]([C:33]([O:35]C)=[O:34])[CH2:21]2)=[O:18])=[CH:7][N:6]=1)([CH3:4])([CH3:3])[CH3:2].[OH-].[Na+]. The catalyst class is: 92. Product: [C:29]([O:28][C:26]([N:24]1[CH2:25][C@@H:20]([N:19]([C:17]([C:8]2[C:9]([NH:11][CH2:12][CH2:13][CH2:14][O:15][CH3:16])=[N:10][C:5]([C:1]([CH3:2])([CH3:3])[CH3:4])=[N:6][CH:7]=2)=[O:18])[CH2:37][CH:38]([CH3:40])[CH3:39])[CH2:21][C@@H:22]([C:33]([OH:35])=[O:34])[CH2:23]1)=[O:27])([CH3:30])([CH3:32])[CH3:31]. (3) Reactant: [CH2:1]([C:3]1[O:4][C:5]([C:23]2[CH:28]=[CH:27][CH:26]=[CH:25][CH:24]=2)=[CH:6][C:7]=1[CH:8]([NH:13][C:14]1[CH:22]=[CH:21][C:17](C(O)=O)=[CH:16][CH:15]=1)[CH2:9][CH:10]([CH3:12])[CH3:11])[CH3:2].[CH3:29][NH:30][CH2:31][CH2:32][C:33]([O:35]CC)=[O:34].Cl.C(N=C=NCCCN(C)C)C.O.[OH:51][C:52]1C2N=NNC=2C=CC=1. Product: [CH2:1]([C:3]1[O:4][C:5]([C:23]2[CH:24]=[CH:25][CH:26]=[CH:27][CH:28]=2)=[CH:6][C:7]=1[CH:8]([NH:13][C:14]1[CH:22]=[CH:21][C:17]([C:52]([N:30]([CH3:29])[CH2:31][CH2:32][C:33]([OH:35])=[O:34])=[O:51])=[CH:16][CH:15]=1)[CH2:9][CH:10]([CH3:12])[CH3:11])[CH3:2]. The catalyst class is: 842. (4) The catalyst class is: 416. Product: [CH3:17][P:18](=[O:20])([CH3:19])[C:2]1[CH:7]=[CH:6][C:5]([N+:8]([O-:10])=[O:9])=[C:4]([S:11]([CH:14]([CH3:16])[CH3:15])(=[O:13])=[O:12])[CH:3]=1. Reactant: Br[C:2]1[CH:7]=[CH:6][C:5]([N+:8]([O-:10])=[O:9])=[C:4]([S:11]([CH:14]([CH3:16])[CH3:15])(=[O:13])=[O:12])[CH:3]=1.[CH3:17][PH:18](=[O:20])[CH3:19].P([O-])([O-])([O-])=O.[K+].[K+].[K+]. (5) Reactant: Br[C:2]1[CH:7]=[CH:6][C:5]2[C:8]3[C:9]([NH:17]CC4C=CC(OC)=CC=4)=[N:10][CH:11]=[C:12]([C:15]#[N:16])[C:13]=3[S:14][C:4]=2[CH:3]=1.[CH3:27][N:28](C=O)C. Product: [NH2:17][C:9]1[C:8]2[C:5]3[CH:6]=[CH:7][C:2]([C:27]#[N:28])=[CH:3][C:4]=3[S:14][C:13]=2[C:12]([C:15]#[N:16])=[CH:11][N:10]=1. The catalyst class is: 380. (6) Reactant: [Br:1][C:2]1[CH:9]=[CH:8][C:7]([F:10])=[CH:6][C:3]=1[CH:4]=[O:5].[BH4-].[Na+]. Product: [Br:1][C:2]1[CH:9]=[CH:8][C:7]([F:10])=[CH:6][C:3]=1[CH2:4][OH:5]. The catalyst class is: 5. (7) Reactant: [C:1]1(C)[CH:6]=[CH:5][CH:4]=[CH:3][CH:2]=1.C1(B(O)O)C=CC=CC=1.Br[C:18]1[CH:23]=[CH:22][C:21]([Br:24])=[CH:20][C:19]=1[N+:25]([O-:27])=[O:26].C([O-])([O-])=O.[Na+].[Na+]. Product: [Br:24][C:21]1[CH:22]=[CH:23][C:18]([C:1]2[CH:6]=[CH:5][CH:4]=[CH:3][CH:2]=2)=[C:19]([N+:25]([O-:27])=[O:26])[CH:20]=1. The catalyst class is: 257.